Predict the product of the given reaction. From a dataset of Forward reaction prediction with 1.9M reactions from USPTO patents (1976-2016). (1) Given the reactants [NH2:1][C:2]1[CH:7]=[CH:6][C:5]([C:8]2[C:9]([NH2:20])=[N:10][C:11]([NH2:19])=[N:12][C:13]=2[CH:14]2[CH2:18][CH2:17][CH2:16][CH2:15]2)=[CH:4][CH:3]=1.[CH3:21][S:22]([C:25]1[CH:32]=[CH:31][C:28]([CH:29]=O)=[CH:27][CH:26]=1)(=[O:24])=[O:23].[BH3-]C#N.[Na+].C(O)(=O)C, predict the reaction product. The product is: [CH:14]1([C:13]2[N:12]=[C:11]([NH2:19])[N:10]=[C:9]([NH2:20])[C:8]=2[C:5]2[CH:4]=[CH:3][C:2]([NH:1][CH2:29][C:28]3[CH:27]=[CH:26][C:25]([S:22]([CH3:21])(=[O:24])=[O:23])=[CH:32][CH:31]=3)=[CH:7][CH:6]=2)[CH2:18][CH2:17][CH2:16][CH2:15]1. (2) Given the reactants [C:1]([O:5][C:6]([N:8]([CH2:32][C@H:33]([OH:40])[C:34]1[CH:35]=[N:36][CH:37]=[CH:38][CH:39]=1)[CH2:9][CH2:10][C:11]1[CH:16]=[CH:15][C:14]([C:17]2[CH:22]=[CH:21][C:20]([C:23]([O:25]C)=[O:24])=[C:19]([O:27][CH2:28][CH:29]([CH3:31])[CH3:30])[CH:18]=2)=[CH:13][CH:12]=1)=[O:7])([CH3:4])([CH3:3])[CH3:2].[OH-].[Na+], predict the reaction product. The product is: [C:1]([O:5][C:6]([N:8]([CH2:32][C@H:33]([OH:40])[C:34]1[CH:35]=[N:36][CH:37]=[CH:38][CH:39]=1)[CH2:9][CH2:10][C:11]1[CH:16]=[CH:15][C:14]([C:17]2[CH:22]=[CH:21][C:20]([C:23]([OH:25])=[O:24])=[C:19]([O:27][CH2:28][CH:29]([CH3:30])[CH3:31])[CH:18]=2)=[CH:13][CH:12]=1)=[O:7])([CH3:3])([CH3:4])[CH3:2]. (3) Given the reactants [CH3:1][C:2]1[C:6]([C:7]2[CH:8]=[C:9](B3OC(C)(C)C(C)(C)O3)[C:10]3[NH:14][C:13](=[O:15])[NH:12][C:11]=3[CH:16]=2)=[C:5]([CH3:26])[O:4][N:3]=1.Br[C:28]1[C:37]([CH3:38])=[CH:36][C:35]([Cl:39])=[C:34]2[C:29]=1[CH:30]=[CH:31][CH:32]=[N:33]2.N1(C2CCCCCCCCCC2)CCCN=CCCCCC1, predict the reaction product. The product is: [Cl:39][C:35]1[CH:36]=[C:37]([CH3:38])[C:28]([C:9]2[C:10]3[NH:14][C:13](=[O:15])[NH:12][C:11]=3[CH:16]=[C:7]([C:6]3[C:2]([CH3:1])=[N:3][O:4][C:5]=3[CH3:26])[CH:8]=2)=[C:29]2[C:34]=1[N:33]=[CH:32][CH:31]=[CH:30]2. (4) Given the reactants C([O:3][C:4](=[O:40])[CH2:5][O:6][C:7]1[CH:12]=[CH:11][C:10]([S:13][C:14]2[CH:19]=[C:18]([O:20][CH2:21][CH2:22][CH2:23][N:24]3[CH2:29][CH2:28][CH2:27][CH2:26][CH2:25]3)[CH:17]=[C:16]([C:30]#[C:31][C:32]3[CH:37]=[CH:36][C:35]([Cl:38])=[CH:34][CH:33]=3)[CH:15]=2)=[CH:9][C:8]=1[Cl:39])C.[OH-].[Na+].C(O)(=O)CC(CC(O)=O)(C(O)=O)O, predict the reaction product. The product is: [Cl:39][C:8]1[CH:9]=[C:10]([S:13][C:14]2[CH:19]=[C:18]([O:20][CH2:21][CH2:22][CH2:23][N:24]3[CH2:25][CH2:26][CH2:27][CH2:28][CH2:29]3)[CH:17]=[C:16]([C:30]#[C:31][C:32]3[CH:37]=[CH:36][C:35]([Cl:38])=[CH:34][CH:33]=3)[CH:15]=2)[CH:11]=[CH:12][C:7]=1[O:6][CH2:5][C:4]([OH:40])=[O:3].